This data is from Reaction yield outcomes from USPTO patents with 853,638 reactions. The task is: Predict the reaction yield, written as a fraction of the theoretical maximum amount of product (1.0 means a 100% yield; for example, 0.34 means a 34% yield). (1) The reactants are [CH3:1][C:2]([CH3:32])([CH3:31])[CH2:3][N:4]([CH3:30])[C:5]1[N:10]=[C:9](S(C)(=O)=O)[N:8]=[C:7]([NH:15][C:16]2[CH:17]=[C:18]([CH:23]=[CH:24][C:25]=2[CH3:26])[C:19]([NH:21][CH3:22])=[O:20])[C:6]=1[N+:27]([O-:29])=[O:28].[CH3:33][N:34]([CH3:39])[CH2:35][CH2:36][CH2:37][NH2:38]. The catalyst is C(#N)C. The product is [CH3:33][N:34]([CH3:39])[CH2:35][CH2:36][CH2:37][NH:38][C:9]1[N:8]=[C:7]([NH:15][C:16]2[CH:17]=[C:18]([CH:23]=[CH:24][C:25]=2[CH3:26])[C:19]([NH:21][CH3:22])=[O:20])[C:6]([N+:27]([O-:29])=[O:28])=[C:5]([N:4]([CH2:3][C:2]([CH3:32])([CH3:31])[CH3:1])[CH3:30])[N:10]=1. The yield is 0.640. (2) The reactants are C(OC(=O)[C:5]([NH:16][C:17](=[O:19])[CH3:18])([C:11]([CH:13]1[CH2:15][CH2:14]1)=O)[C:6]([O:8][CH2:9][CH3:10])=[O:7])C.O. The catalyst is CS(C)=O. The product is [CH2:9]([O:8][C:6]([C:5]1[N:16]=[C:17]([CH3:18])[O:19][C:11]=1[CH:13]1[CH2:14][CH2:15]1)=[O:7])[CH3:10]. The yield is 0.340. (3) The reactants are [C:1]([O:5][C:6]([NH:8][C:9]1[CH:10]=[CH:11][C:12]([OH:18])=[C:13]([CH:17]=1)[C:14]([OH:16])=[O:15])=[O:7])([CH3:4])([CH3:3])[CH3:2].[C:19](Cl)(=[O:21])[CH3:20].C(=O)([O-])[O-].[K+].[K+]. The catalyst is CN(C=O)C. The product is [C:19]([O:18][C:12]1[CH:11]=[CH:10][C:9]([NH:8][C:6]([O:5][C:1]([CH3:4])([CH3:2])[CH3:3])=[O:7])=[CH:17][C:13]=1[C:14]([OH:16])=[O:15])(=[O:21])[CH3:20]. The yield is 0.520. (4) The reactants are [C:1]([O:5][C:6]([N:8]([CH3:18])[CH2:9][C:10]([N:12]([CH2:14][C:15]([OH:17])=O)[CH3:13])=[O:11])=[O:7])([CH3:4])([CH3:3])[CH3:2].CN(C(F)=[N+](C)C)C.F[P-](F)(F)(F)(F)F.CCN(C(C)C)C(C)C.[N+:43]([C:46]1[CH:54]=[C:53]2[C:49]([CH:50]=[CH:51][NH:52]2)=[CH:48][CH:47]=1)([O-:45])=[O:44]. The catalyst is C1COCC1. The product is [C:1]([O:5][C:6](=[O:7])[N:8]([CH3:18])[CH2:9][C:10](=[O:11])[N:12]([CH3:13])[CH2:14][C:15]([N:52]1[C:53]2[C:49](=[CH:48][CH:47]=[C:46]([N+:43]([O-:45])=[O:44])[CH:54]=2)[CH:50]=[CH:51]1)=[O:17])([CH3:2])([CH3:3])[CH3:4]. The yield is 0.300. (5) The catalyst is C(O)C.N1CCCCC1. The product is [CH2:36]([N:20]([CH2:18][CH3:19])[CH2:21][CH2:22][CH2:23][NH:24][C:25]([C:27]1[C:31]([CH3:32])=[C:30]([CH:33]=[C:10]2[C:9]3[C:13](=[CH:14][CH:15]=[CH:16][C:8]=3[C:5]3[CH:4]=[CH:3][C:2]([F:1])=[CH:7][CH:6]=3)[NH:12][C:11]2=[O:17])[NH:29][C:28]=1[CH3:35])=[O:26])[CH3:37]. The reactants are [F:1][C:2]1[CH:7]=[CH:6][C:5]([C:8]2[CH:16]=[CH:15][CH:14]=[C:13]3[C:9]=2[CH2:10][C:11](=[O:17])[NH:12]3)=[CH:4][CH:3]=1.[CH2:18]([N:20]([CH2:36][CH3:37])[CH2:21][CH2:22][CH2:23][NH:24][C:25]([C:27]1[C:31]([CH3:32])=[C:30]([CH:33]=O)[NH:29][C:28]=1[CH3:35])=[O:26])[CH3:19]. The yield is 0.610.